The task is: Predict the reactants needed to synthesize the given product.. This data is from Full USPTO retrosynthesis dataset with 1.9M reactions from patents (1976-2016). (1) Given the product [Cl:36][C:6]1[C:5]2[C:10](=[CH:11][C:12]([O:13][CH2:14][CH2:15][N:16]3[CH:20]=[N:19][CH:18]=[N:17]3)=[C:3]([O:2][CH3:1])[CH:4]=2)[N:9]=[CH:8][N:7]=1, predict the reactants needed to synthesize it. The reactants are: [CH3:1][O:2][C:3]1[CH:4]=[C:5]2[C:10](=[CH:11][C:12]=1[O:13][CH2:14][CH2:15][N:16]1[CH:20]=[N:19][CH:18]=[N:17]1)[N:9]=[CH:8][NH:7][C:6]2=O.CN(C=O)C.C1(C)C=CC=CC=1.S(Cl)([Cl:36])=O. (2) The reactants are: Br[C:2]1[CH:3]=[C:4]([CH:16]=[C:17]([Br:19])[CH:18]=1)[O:5][C:6]1[C:11]([C:12]([F:15])([F:14])[F:13])=[CH:10][CH:9]=[CH:8][N:7]=1.[CH2:20]([O:22][C:23](=[O:34])[CH2:24][O:25][C:26]1[CH:31]=[CH:30][C:29]([SH:32])=[CH:28][C:27]=1[CH3:33])[CH3:21]. Given the product [CH2:20]([O:22][C:23](=[O:34])[CH2:24][O:25][C:26]1[CH:31]=[CH:30][C:29]([S:32][C:2]2[CH:3]=[C:4]([O:5][C:6]3[C:11]([C:12]([F:15])([F:14])[F:13])=[CH:10][CH:9]=[CH:8][N:7]=3)[CH:16]=[C:17]([Br:19])[CH:18]=2)=[CH:28][C:27]=1[CH3:33])[CH3:21], predict the reactants needed to synthesize it. (3) Given the product [C:31]([C:26]1[CH:27]=[C:28]2[C:23](=[C:24]([F:35])[CH:25]=1)[C:22](=[O:36])[N:21]([C:7]1[CH:8]=[CH:9][CH:10]=[C:11]([C:38]3[CH:39]=[C:40]([NH:46][C:47]4[CH:51]=[CH:50][N:49]([CH2:52][C:53]([OH:56])([CH3:54])[CH3:55])[N:48]=4)[C:41](=[O:45])[N:42]([CH3:44])[N:43]=3)[C:6]=1[CH2:5][OH:4])[N:30]=[CH:29]2)([CH3:32])([CH3:33])[CH3:34], predict the reactants needed to synthesize it. The reactants are: C([O:4][CH2:5][C:6]1[C:11](B2OC(C)(C)C(C)(C)O2)=[CH:10][CH:9]=[CH:8][C:7]=1[N:21]1[N:30]=[CH:29][C:28]2[C:23](=[C:24]([F:35])[CH:25]=[C:26]([C:31]([CH3:34])([CH3:33])[CH3:32])[CH:27]=2)[C:22]1=[O:36])(=O)C.Cl[C:38]1[CH:39]=[C:40]([NH:46][C:47]2[CH:51]=[CH:50][N:49]([CH2:52][C:53]([OH:56])([CH3:55])[CH3:54])[N:48]=2)[C:41](=[O:45])[N:42]([CH3:44])[N:43]=1.P([O-])([O-])([O-])=O.[K+].[K+].[K+].C1(P(C2CCCCC2)C2C=CC=CC=2C2C(C(C)C)=CC(C(C)C)=CC=2C(C)C)CCCCC1.[Cl-].[NH4+].